From a dataset of Full USPTO retrosynthesis dataset with 1.9M reactions from patents (1976-2016). Predict the reactants needed to synthesize the given product. (1) Given the product [CH3:7][N:6]1[C:2]([N:18]2[CH2:19][CH2:20][C:15]3([CH2:11][N:12]([C:21]([O:23][C:24]([CH3:25])([CH3:26])[CH3:27])=[O:22])[CH2:13][CH2:14]3)[CH2:16][CH2:17]2)=[C:3]([N+:8]([O-:10])=[O:9])[CH:4]=[N:5]1, predict the reactants needed to synthesize it. The reactants are: Cl[C:2]1[N:6]([CH3:7])[N:5]=[CH:4][C:3]=1[N+:8]([O-:10])=[O:9].[CH2:11]1[C:15]2([CH2:20][CH2:19][NH:18][CH2:17][CH2:16]2)[CH2:14][CH2:13][N:12]1[C:21]([O:23][C:24]([CH3:27])([CH3:26])[CH3:25])=[O:22].CCN(C(C)C)C(C)C. (2) Given the product [OH:2][C:3]1[CH:4]=[CH:5][C:6]([CH2:9][CH2:10][CH2:11][C:12]([OH:14])=[O:13])=[CH:7][CH:8]=1, predict the reactants needed to synthesize it. The reactants are: C[O:2][C:3]1[CH:8]=[CH:7][C:6]([CH2:9][CH2:10][CH2:11][C:12]([OH:14])=[O:13])=[CH:5][CH:4]=1.Cl.N1C=CC=CC=1.C(O)(=O)C.Cl. (3) Given the product [CH3:14][C:13]1[N:10]([C:6]2[CH:7]=[CH:8][CH:9]=[C:4]([N+:1]([O-:3])=[O:2])[CH:5]=2)[C:11](=[S:12])[NH:17][N:16]=1, predict the reactants needed to synthesize it. The reactants are: [N+:1]([C:4]1[CH:5]=[C:6]([N:10]=[C:11]=[S:12])[CH:7]=[CH:8][CH:9]=1)([O-:3])=[O:2].[C:13]([NH:16][NH2:17])(=O)[CH3:14].N12CCCN=C1CCCCC2. (4) Given the product [CH:7]1[C:6]([C:4]([OH:5])=[O:3])=[CH:11][CH:10]=[C:9]([NH2:12])[CH:8]=1, predict the reactants needed to synthesize it. The reactants are: CC[O:3][C:4]([C:6]1[CH:7]=[CH:8][C:9]([N:12](CC(O)C)CC(O)C)=[CH:10][CH:11]=1)=[O:5].CCCCC(COC(C1C=CC(N(C)C)=CC=1)=O)CC. (5) Given the product [CH3:16][C:6]1[C:7]([NH:8][C:9](=[O:15])[O:10][C:11]([CH3:14])([CH3:12])[CH3:13])=[C:2]([CH3:1])[N:3]=[C:4]([O:17][CH2:18][C:19]([N:21]([CH3:28])[CH:22]2[CH2:23][CH2:24][N:25]([C:29]3[CH:34]=[CH:33][C:32]([O:35][CH2:36][CH3:37])=[CH:31][CH:30]=3)[CH2:26][CH2:27]2)=[O:20])[N:5]=1, predict the reactants needed to synthesize it. The reactants are: [CH3:1][C:2]1[C:7]([NH:8][C:9](=[O:15])[O:10][C:11]([CH3:14])([CH3:13])[CH3:12])=[C:6]([CH3:16])[N:5]=[C:4]([O:17][CH2:18][C:19]([N:21]([CH3:28])[CH:22]2[CH2:27][CH2:26][NH:25][CH2:24][CH2:23]2)=[O:20])[N:3]=1.[C:29]1(Br)[CH:34]=[CH:33][C:32]([O:35][CH2:36][CH3:37])=[CH:31][CH:30]=1.